This data is from Full USPTO retrosynthesis dataset with 1.9M reactions from patents (1976-2016). The task is: Predict the reactants needed to synthesize the given product. (1) Given the product [Br:1][CH:2]1[C:7]2([C:10]3[CH:15]=[CH:14][C:13]([Cl:16])=[CH:12][CH:11]=3)[CH2:8][CH2:9][C:4]([CH:17]=[O:18])([CH2:5][O:6]2)[CH2:3]1, predict the reactants needed to synthesize it. The reactants are: [Br:1][CH:2]1[C:7]2([C:10]3[CH:15]=[CH:14][C:13]([Cl:16])=[CH:12][CH:11]=3)[CH2:8][CH2:9][C:4]([CH2:17][OH:18])([CH2:5][O:6]2)[CH2:3]1.CC(OI1(OC(C)=O)(OC(C)=O)OC(=O)C2C=CC=CC1=2)=O. (2) Given the product [CH3:11][C:10]1[N:9]([C:12]2[CH:17]=[C:16]([CH3:18])[C:15]([C:19]([F:20])([F:22])[F:21])=[CH:14][N:13]=2)[N:8]=[CH:7][C:6]=1[C:4]([OH:5])=[O:3], predict the reactants needed to synthesize it. The reactants are: C([O:3][C:4]([C:6]1[CH:7]=[N:8][N:9]([C:12]2[CH:17]=[C:16]([CH3:18])[C:15]([C:19]([F:22])([F:21])[F:20])=[CH:14][N:13]=2)[C:10]=1[CH3:11])=[O:5])C.[OH-].[Na+]. (3) Given the product [C:17]([NH:16][C:13]1[S:14][C:15]2[C:7]3[N:6]([CH:20]4[CH2:21][CH2:22][N:23]([C:32]([CH:29]5[CH2:30][CH2:31][N:26]([C:35]([O:37][C:38]([CH3:41])([CH3:40])[CH3:39])=[O:36])[CH2:27][CH2:28]5)=[O:33])[CH2:24][CH2:25]4)[N:5]=[C:4]([CH:1]4[CH2:2][CH2:3]4)[C:8]=3[CH2:9][CH2:10][C:11]=2[N:12]=1)(=[O:19])[CH3:18], predict the reactants needed to synthesize it. The reactants are: [CH:1]1([C:4]2[C:8]3[CH2:9][CH2:10][C:11]4[N:12]=[C:13]([NH:16][C:17](=[O:19])[CH3:18])[S:14][C:15]=4[C:7]=3[N:6]([CH:20]3[CH2:25][CH2:24][NH:23][CH2:22][CH2:21]3)[N:5]=2)[CH2:3][CH2:2]1.[N:26]1([C:35]([O:37][C:38]([CH3:41])([CH3:40])[CH3:39])=[O:36])[CH2:31][CH2:30][CH:29]([C:32]([O-])=[O:33])[CH2:28][CH2:27]1.F[B-](F)(F)F.N1(OC(N(C)C)=[N+](C)C)C2C=CC=CC=2N=N1.C(N(CC)CC)C. (4) The reactants are: [CH3:1][O:2][CH2:3][CH2:4][CH2:5][O:6][C:7]1[CH:8]=[C:9]([CH:37]=[CH:38][C:39]=1[O:40][CH3:41])[CH2:10][C@H:11]([CH:34]([CH3:36])[CH3:35])[CH2:12][C@H:13]([NH:26]C(OC(C)(C)C)=O)[C@@H:14]([OH:25])[CH2:15][NH:16][C:17]([N:19]1[CH2:24][CH2:23][CH2:22][CH2:21][CH2:20]1)=[O:18].O1CCOCC1.[ClH:48]. Given the product [CH3:1][O:2][CH2:3][CH2:4][CH2:5][O:6][C:7]1[CH:8]=[C:9]([CH:37]=[CH:38][C:39]=1[O:40][CH3:41])[CH2:10][C@H:11]([CH:34]([CH3:36])[CH3:35])[CH2:12][C@H:13]([NH2:26])[C@@H:14]([OH:25])[CH2:15][NH:16][C:17]([N:19]1[CH2:24][CH2:23][CH2:22][CH2:21][CH2:20]1)=[O:18].[ClH:48], predict the reactants needed to synthesize it. (5) Given the product [CH2:13]([CH:12]([CH2:15][CH3:16])[CH:11]([C:9]1[CH:8]=[CH:7][C:5]2[N:6]=[CH:2][SH:3]([C:29]3[CH:30]=[CH:31][C:26]([C:24]([O:23][CH3:22])=[O:25])=[CH:27][CH:28]=3)[C:4]=2[CH:10]=1)[N:17]1[CH:21]=[CH:20][N:19]=[CH:18]1)[CH3:14], predict the reactants needed to synthesize it. The reactants are: Br[C:2]1[S:3][C:4]2[CH:10]=[C:9]([CH:11]([N:17]3[CH:21]=[CH:20][N:19]=[CH:18]3)[CH:12]([CH2:15][CH3:16])[CH2:13][CH3:14])[CH:8]=[CH:7][C:5]=2[N:6]=1.[CH3:22][O:23][C:24]([C:26]1[CH:31]=[CH:30][C:29](B(O)O)=[CH:28][CH:27]=1)=[O:25].C(=O)([O-])[O-].[K+].[K+].N#N. (6) Given the product [C:14]([O:6][CH2:1][C:2]([F:5])([F:4])[F:3])(=[O:16])[CH3:15], predict the reactants needed to synthesize it. The reactants are: [CH2:1]([OH:6])[C:2]([F:5])([F:4])[F:3].C(N(CC)CC)C.[C:14](Cl)(=[O:16])[CH3:15].O. (7) Given the product [Cl:1][C:2]1[N:3]=[CH:4][N:5]([C:7]2[CH:12]=[CH:11][C:10]([NH:13][C:14]3[N:15]=[C:16]([NH:31][CH3:32])[C:17]4[CH2:22][CH2:21][C@H:20]([C:23]5[CH:28]=[CH:27][C:26]([F:29])=[C:25]([F:30])[CH:24]=5)[C:18]=4[N:19]=3)=[CH:9][C:8]=2[O:33][CH3:34])[CH:6]=1, predict the reactants needed to synthesize it. The reactants are: [Cl:1][C:2]1[N:3]=[CH:4][N:5]([C:7]2[CH:12]=[CH:11][C:10]([NH:13][C:14]3[N:15]=[C:16]([NH:31][CH3:32])[C:17]4[CH2:22][CH2:21][CH:20]([C:23]5[CH:28]=[CH:27][C:26]([F:29])=[C:25]([F:30])[CH:24]=5)[C:18]=4[N:19]=3)=[CH:9][C:8]=2[O:33][CH3:34])[CH:6]=1. (8) The reactants are: C(OC(=O)[NH:7][C@@H:8]1[CH2:13][CH2:12][CH2:11][C:10]([F:15])([F:14])[C@@H:9]1[NH:16][C:17]([C:19]1[S:20][C:21]([CH:33]=[CH2:34])=[C:22]([C:24]2[N:28]3[N:29]=[CH:30][CH:31]=[CH:32][C:27]3=[N:26][CH:25]=2)[CH:23]=1)=[O:18])(C)(C)C.C([O-])=O.[NH4+].FC(F)(F)C(O)=O.C(=O)(O)[O-].[Na+]. Given the product [NH2:7][C@H:8]1[C@@H:9]([NH:16][C:17]([C:19]2[S:20][C:21]([CH2:33][CH3:34])=[C:22]([C:24]3[N:28]4[N:29]=[CH:30][CH:31]=[CH:32][C:27]4=[N:26][CH:25]=3)[CH:23]=2)=[O:18])[C:10]([F:15])([F:14])[CH2:11][CH2:12][CH2:13]1, predict the reactants needed to synthesize it. (9) The reactants are: C1(S([N:10]2[C:14]3=[N:15][CH:16]=[C:17]([O:19][CH3:20])[CH:18]=[C:13]3[CH:12]=[C:11]2[C:21]([C:28]2[CH:33]=[CH:32][C:31]([S:34]([CH3:37])(=[O:36])=[O:35])=[CH:30][CH:29]=2)=[CH:22][CH:23]2[CH2:27][CH2:26][CH2:25][CH2:24]2)(=O)=O)C=CC=CC=1.[F-].C([N+](CCCC)(CCCC)CCCC)CCC. Given the product [CH:23]1([CH:22]=[C:21]([C:11]2[NH:10][C:14]3=[N:15][CH:16]=[C:17]([O:19][CH3:20])[CH:18]=[C:13]3[CH:12]=2)[C:28]2[CH:33]=[CH:32][C:31]([S:34]([CH3:37])(=[O:36])=[O:35])=[CH:30][CH:29]=2)[CH2:27][CH2:26][CH2:25][CH2:24]1, predict the reactants needed to synthesize it.